The task is: Regression. Given two drug SMILES strings and cell line genomic features, predict the synergy score measuring deviation from expected non-interaction effect.. This data is from NCI-60 drug combinations with 297,098 pairs across 59 cell lines. (1) Drug 1: CC12CCC(CC1=CCC3C2CCC4(C3CC=C4C5=CN=CC=C5)C)O. Synergy scores: CSS=5.86, Synergy_ZIP=-0.701, Synergy_Bliss=2.54, Synergy_Loewe=1.14, Synergy_HSA=1.89. Cell line: TK-10. Drug 2: CC(C)(C#N)C1=CC(=CC(=C1)CN2C=NC=N2)C(C)(C)C#N. (2) Drug 1: CC1C(C(CC(O1)OC2CC(OC(C2O)C)OC3=CC4=CC5=C(C(=O)C(C(C5)C(C(=O)C(C(C)O)O)OC)OC6CC(C(C(O6)C)O)OC7CC(C(C(O7)C)O)OC8CC(C(C(O8)C)O)(C)O)C(=C4C(=C3C)O)O)O)O. Drug 2: CC1C(C(CC(O1)OC2CC(CC3=C2C(=C4C(=C3O)C(=O)C5=CC=CC=C5C4=O)O)(C(=O)C)O)N)O. Cell line: SNB-75. Synergy scores: CSS=47.5, Synergy_ZIP=6.01, Synergy_Bliss=9.70, Synergy_Loewe=1.47, Synergy_HSA=11.6. (3) Drug 1: CN(CCCl)CCCl.Cl. Drug 2: CC1C(C(CC(O1)OC2CC(CC3=C2C(=C4C(=C3O)C(=O)C5=CC=CC=C5C4=O)O)(C(=O)C)O)N)O. Cell line: A498. Synergy scores: CSS=71.1, Synergy_ZIP=-4.04, Synergy_Bliss=-1.87, Synergy_Loewe=-8.79, Synergy_HSA=3.30. (4) Drug 1: CC1=C(N=C(N=C1N)C(CC(=O)N)NCC(C(=O)N)N)C(=O)NC(C(C2=CN=CN2)OC3C(C(C(C(O3)CO)O)O)OC4C(C(C(C(O4)CO)O)OC(=O)N)O)C(=O)NC(C)C(C(C)C(=O)NC(C(C)O)C(=O)NCCC5=NC(=CS5)C6=NC(=CS6)C(=O)NCCC[S+](C)C)O. Drug 2: CC(C)NC(=O)C1=CC=C(C=C1)CNNC.Cl. Cell line: IGROV1. Synergy scores: CSS=30.9, Synergy_ZIP=-8.58, Synergy_Bliss=1.41, Synergy_Loewe=-19.8, Synergy_HSA=2.04. (5) Drug 1: CCN(CC)CCNC(=O)C1=C(NC(=C1C)C=C2C3=C(C=CC(=C3)F)NC2=O)C. Drug 2: C(=O)(N)NO. Cell line: NCI/ADR-RES. Synergy scores: CSS=4.71, Synergy_ZIP=1.53, Synergy_Bliss=4.63, Synergy_Loewe=2.17, Synergy_HSA=-0.0813. (6) Drug 1: CC1C(C(CC(O1)OC2CC(CC3=C2C(=C4C(=C3O)C(=O)C5=C(C4=O)C(=CC=C5)OC)O)(C(=O)CO)O)N)O. Drug 2: CNC(=O)C1=NC=CC(=C1)OC2=CC=C(C=C2)NC(=O)NC3=CC(=C(C=C3)Cl)C(F)(F)F. Cell line: HT29. Synergy scores: CSS=66.5, Synergy_ZIP=-5.93, Synergy_Bliss=-7.08, Synergy_Loewe=-8.84, Synergy_HSA=-0.812. (7) Drug 1: CC1C(C(CC(O1)OC2CC(CC3=C2C(=C4C(=C3O)C(=O)C5=C(C4=O)C(=CC=C5)OC)O)(C(=O)C)O)N)O.Cl. Drug 2: C1=C(C(=O)NC(=O)N1)N(CCCl)CCCl. Cell line: HCT-15. Synergy scores: CSS=29.1, Synergy_ZIP=-12.0, Synergy_Bliss=-4.03, Synergy_Loewe=-4.93, Synergy_HSA=-3.98. (8) Drug 1: C1=C(C(=O)NC(=O)N1)F. Drug 2: CN1C2=C(C=C(C=C2)N(CCCl)CCCl)N=C1CCCC(=O)O.Cl. Cell line: UACC62. Synergy scores: CSS=35.4, Synergy_ZIP=-6.65, Synergy_Bliss=-13.2, Synergy_Loewe=-15.6, Synergy_HSA=-12.3.